Dataset: Reaction yield outcomes from USPTO patents with 853,638 reactions. Task: Predict the reaction yield, written as a fraction of the theoretical maximum amount of product (1.0 means a 100% yield; for example, 0.34 means a 34% yield). (1) The reactants are [C:1]1([CH2:11][NH2:12])[C:10]2[C:5](=[CH:6][CH:7]=[CH:8][CH:9]=2)[CH:4]=[CH:3][CH:2]=1.F[C:14]1[CH:22]=[N:21][CH:20]=[CH:19][C:15]=1[C:16]([OH:18])=[O:17]. No catalyst specified. The product is [C:1]1([CH2:11][NH:12][C:19]2[CH:20]=[N:21][CH:22]=[CH:14][C:15]=2[C:16]([OH:18])=[O:17])[C:10]2[C:5](=[CH:6][CH:7]=[CH:8][CH:9]=2)[CH:4]=[CH:3][CH:2]=1. The yield is 0.660. (2) The reactants are O[C:2]1([C:23]2[S:24][CH:25]=[CH:26][CH:27]=2)[C:6]2[CH:7]=[C:8]([NH:13][C:14](=[O:20])[CH2:15][C:16]([CH3:19])([CH3:18])[CH3:17])[C:9]([CH3:12])=[C:10]([CH3:11])[C:5]=2[O:4][C:3]1([CH3:22])[CH3:21]. The catalyst is C(OCC)(=O)C.CCCCCC. The product is [CH3:21][C:3]1([CH3:22])[CH:2]([C:23]2[S:24][CH:25]=[CH:26][CH:27]=2)[C:6]2[CH:7]=[C:8]([NH:13][C:14](=[O:20])[CH2:15][C:16]([CH3:19])([CH3:18])[CH3:17])[C:9]([CH3:12])=[C:10]([CH3:11])[C:5]=2[O:4]1. The yield is 0.650. (3) The product is [F:18][C:19]1[CH:24]=[CH:23][CH:22]=[CH:21][C:20]=1[C:15]1[S:16][C:12]([C:10]([O:9][CH2:7][CH3:8])=[O:11])=[CH:13][N:14]=1. The reactants are C([O-])([O-])=O.[Na+].[Na+].[CH2:7]([O:9][C:10]([C:12]1[S:16][C:15](Br)=[N:14][CH:13]=1)=[O:11])[CH3:8].[F:18][C:19]1[CH:24]=[CH:23][CH:22]=[CH:21][C:20]=1B(O)O. The catalyst is COCCOC.CCOC(C)=O.C1C=CC([P]([Pd]([P](C2C=CC=CC=2)(C2C=CC=CC=2)C2C=CC=CC=2)([P](C2C=CC=CC=2)(C2C=CC=CC=2)C2C=CC=CC=2)[P](C2C=CC=CC=2)(C2C=CC=CC=2)C2C=CC=CC=2)(C2C=CC=CC=2)C2C=CC=CC=2)=CC=1. The yield is 0.370. (4) The reactants are [Cl:1][C:2]1[CH:8]=[C:7](I)[CH:6]=[CH:5][C:3]=1[NH2:4].CNCCNC.[NH:16]1[CH:20]=[CH:19][CH:18]=[N:17]1.C([O-])([O-])=O.[Cs+].[Cs+]. The catalyst is CN(C=O)C.[Cu]I. The product is [Cl:1][C:2]1[CH:8]=[C:7]([N:16]2[CH:20]=[CH:19][CH:18]=[N:17]2)[CH:6]=[CH:5][C:3]=1[NH2:4]. The yield is 0.930. (5) The reactants are Br[C:2]1[CH:7]=[CH:6][C:5]([C:8](=[C:16]2[CH2:21][C:20]([CH3:23])([CH3:22])[CH2:19][C:18]([CH3:25])([CH3:24])[CH2:17]2)[C:9]2[CH:14]=[CH:13][C:12]([OH:15])=[CH:11][CH:10]=2)=[CH:4][CH:3]=1.[CH3:26][O:27][C:28]([C:30]1[CH:35]=[CH:34][CH:33]=[CH:32][C:31]=1B(O)O)=[O:29].C([O-])([O-])=O.[Na+].[Na+]. The catalyst is C1C=CC([P]([Pd]([P](C2C=CC=CC=2)(C2C=CC=CC=2)C2C=CC=CC=2)([P](C2C=CC=CC=2)(C2C=CC=CC=2)C2C=CC=CC=2)[P](C2C=CC=CC=2)(C2C=CC=CC=2)C2C=CC=CC=2)(C2C=CC=CC=2)C2C=CC=CC=2)=CC=1.COCCOC. The product is [OH:15][C:12]1[CH:11]=[CH:10][C:9]([C:8](=[C:16]2[CH2:21][C:20]([CH3:22])([CH3:23])[CH2:19][C:18]([CH3:24])([CH3:25])[CH2:17]2)[C:5]2[CH:6]=[CH:7][C:2]([C:31]3[C:30]([C:28]([O:27][CH3:26])=[O:29])=[CH:35][CH:34]=[CH:33][CH:32]=3)=[CH:3][CH:4]=2)=[CH:14][CH:13]=1. The yield is 0.680. (6) The reactants are [N-:1]=[C:2]=[O:3].[K+].[F:5][C:6]([C:23]1[CH:24]=[C:25]([NH2:29])[CH:26]=[CH:27][CH:28]=1)([F:22])[CH2:7][O:8][C:9]1[CH:14]=[CH:13][CH:12]=[C:11]([CH2:15][C:16]2([CH3:21])[O:20][CH2:19][CH2:18][O:17]2)[CH:10]=1. The catalyst is O.C(O)(=O)C. The product is [F:22][C:6]([C:23]1[CH:24]=[C:25]([NH:29][C:2]([NH2:1])=[O:3])[CH:26]=[CH:27][CH:28]=1)([F:5])[CH2:7][O:8][C:9]1[CH:14]=[CH:13][CH:12]=[C:11]([CH2:15][C:16]2([CH3:21])[O:17][CH2:18][CH2:19][O:20]2)[CH:10]=1. The yield is 0.930.